Dataset: Forward reaction prediction with 1.9M reactions from USPTO patents (1976-2016). Task: Predict the product of the given reaction. (1) Given the reactants [C:1]1([C:7]2[N:11]([CH2:12][C:13]3[CH:21]=[CH:20][C:16]([C:17](O)=[O:18])=[CH:15][CH:14]=3)[C:10]3[CH:22]=[CH:23][CH:24]=[CH:25][C:9]=3[N:8]=2)[CH:6]=[CH:5][CH:4]=[CH:3][CH:2]=1.C(Cl)(=O)C(Cl)=O.[NH:32]1[CH2:36][CH2:35][CH:34]([OH:37])[CH2:33]1, predict the reaction product. The product is: [C:1]1([C:7]2[N:11]([CH2:12][C:13]3[CH:21]=[CH:20][C:16]([C:17]([N:32]4[CH2:36][CH2:35][CH:34]([OH:37])[CH2:33]4)=[O:18])=[CH:15][CH:14]=3)[C:10]3[CH:22]=[CH:23][CH:24]=[CH:25][C:9]=3[N:8]=2)[CH:2]=[CH:3][CH:4]=[CH:5][CH:6]=1. (2) Given the reactants [N:1]([CH2:4][C@@H:5]1[CH2:9][C@@H:8]([OH:10])[CH2:7][N:6]1[C:11]([O:13][C:14]([CH3:17])([CH3:16])[CH3:15])=[O:12])=[N+:2]=[N-:3].CC(C)([O-])C.[K+].Br[C:25]1[CH:30]=[N:29][C:28]([CH:31]2[CH2:33][CH2:32]2)=[CH:27][N:26]=1, predict the reaction product. The product is: [N:1]([CH2:4][C@@H:5]1[CH2:9][C@@H:8]([O:10][C:25]2[CH:30]=[N:29][C:28]([CH:31]3[CH2:33][CH2:32]3)=[CH:27][N:26]=2)[CH2:7][N:6]1[C:11]([O:13][C:14]([CH3:17])([CH3:16])[CH3:15])=[O:12])=[N+:2]=[N-:3]. (3) Given the reactants [Al].I[C:3]1[CH:4]=[C:5]([CH:22]=[CH:23][CH:24]=1)[C:6]([O:8][CH2:9][C:10]1[CH:11]=[C:12]2[C:17](=[CH:18][CH:19]=1)[N:16]=[C:15]([NH2:20])[N:14]=[C:13]2[NH2:21])=[O:7].[C:25]1(B(O)O)[CH:30]=[CH:29][CH:28]=[CH:27][CH:26]=1.C([O-])([O-])=O.[Na+].[Na+], predict the reaction product. The product is: [C:25]1([C:3]2[CH:4]=[C:5]([CH:22]=[CH:23][CH:24]=2)[C:6]([O:8][CH2:9][C:10]2[CH:11]=[C:12]3[C:17](=[CH:18][CH:19]=2)[N:16]=[C:15]([NH2:20])[N:14]=[C:13]3[NH2:21])=[O:7])[CH:30]=[CH:29][CH:28]=[CH:27][CH:26]=1. (4) Given the reactants Cl[C:2]1[CH:11]=[C:10]([Cl:12])[C:9]2[C:4](=[N:5][CH:6]=[CH:7][CH:8]=2)[N:3]=1.[CH:13]([B-](F)(F)F)=[CH2:14].[K+].CCN(C(C)C)C(C)C.C(OCC)(=O)C, predict the reaction product. The product is: [Cl:12][C:10]1[C:9]2[C:4](=[N:5][CH:6]=[CH:7][CH:8]=2)[N:3]=[C:2]([CH:13]=[CH2:14])[CH:11]=1. (5) Given the reactants Br[C:2]1[CH:3]=[C:4]2[CH2:10][C@:9]3([CH:15]4[CH2:16][CH2:17][N:12]([CH2:13][CH2:14]4)[CH2:11]3)[O:8][C:5]2=[N:6][CH:7]=1.C([Sn](CCCC)(CCCC)[C:23]1[C:27]2[CH:28]=[CH:29][CH:30]=[CH:31][C:26]=2[O:25][CH:24]=1)CCC, predict the reaction product. The product is: [O:25]1[C:26]2[CH:31]=[CH:30][CH:29]=[CH:28][C:27]=2[C:23]([C:2]2[CH:3]=[C:4]3[CH2:10][C@:9]4([CH:15]5[CH2:16][CH2:17][N:12]([CH2:13][CH2:14]5)[CH2:11]4)[O:8][C:5]3=[N:6][CH:7]=2)=[CH:24]1.